Dataset: Full USPTO retrosynthesis dataset with 1.9M reactions from patents (1976-2016). Task: Predict the reactants needed to synthesize the given product. Given the product [C:19]([O:23][C:24]([N:26]1[C:34]2[C:29](=[C:30]([CH2:35][OH:36])[CH:31]=[CH:32][CH:33]=2)[CH:28]=[CH:27]1)=[O:25])([CH3:22])([CH3:20])[CH3:21], predict the reactants needed to synthesize it. The reactants are: C(OC(N1C2C(=CC=C(CO)C=2)C=C1)=O)(C)(C)C.[C:19]([O:23][C:24]([N:26]1[C:34]2[C:29](=[C:30]([CH:35]=[O:36])[CH:31]=[CH:32][CH:33]=2)[CH:28]=[CH:27]1)=[O:25])([CH3:22])([CH3:21])[CH3:20].